Dataset: NCI-60 drug combinations with 297,098 pairs across 59 cell lines. Task: Regression. Given two drug SMILES strings and cell line genomic features, predict the synergy score measuring deviation from expected non-interaction effect. (1) Drug 1: CC1C(C(=O)NC(C(=O)N2CCCC2C(=O)N(CC(=O)N(C(C(=O)O1)C(C)C)C)C)C(C)C)NC(=O)C3=C4C(=C(C=C3)C)OC5=C(C(=O)C(=C(C5=N4)C(=O)NC6C(OC(=O)C(N(C(=O)CN(C(=O)C7CCCN7C(=O)C(NC6=O)C(C)C)C)C)C(C)C)C)N)C. Drug 2: CCC1(C2=C(COC1=O)C(=O)N3CC4=CC5=C(C=CC(=C5CN(C)C)O)N=C4C3=C2)O.Cl. Cell line: HT29. Synergy scores: CSS=52.8, Synergy_ZIP=-6.55, Synergy_Bliss=-10.9, Synergy_Loewe=-14.0, Synergy_HSA=-6.90. (2) Drug 1: CC1=C2C(C(=O)C3(C(CC4C(C3C(C(C2(C)C)(CC1OC(=O)C(C(C5=CC=CC=C5)NC(=O)OC(C)(C)C)O)O)OC(=O)C6=CC=CC=C6)(CO4)OC(=O)C)OC)C)OC. Drug 2: CCC1=C2CN3C(=CC4=C(C3=O)COC(=O)C4(CC)O)C2=NC5=C1C=C(C=C5)O. Cell line: M14. Synergy scores: CSS=46.6, Synergy_ZIP=-3.84, Synergy_Bliss=-5.61, Synergy_Loewe=-7.81, Synergy_HSA=-2.31. (3) Drug 1: C1=CC(=CC=C1CC(C(=O)O)N)N(CCCl)CCCl.Cl. Synergy scores: CSS=1.49, Synergy_ZIP=-2.42, Synergy_Bliss=-4.24, Synergy_Loewe=-7.49, Synergy_HSA=-7.38. Drug 2: C1=NC2=C(N=C(N=C2N1C3C(C(C(O3)CO)O)O)F)N. Cell line: SK-MEL-2.